This data is from Catalyst prediction with 721,799 reactions and 888 catalyst types from USPTO. The task is: Predict which catalyst facilitates the given reaction. Reactant: [CH3:1][S:2]([NH:5][C:6]1[CH:21]=[CH:20][C:9]2[NH:10][C:11]([CH2:16][C:17]([OH:19])=O)=[CH:12][S:13](=[O:15])(=[O:14])[C:8]=2[CH:7]=1)(=[O:4])=[O:3].[CH2:22]([O:25][C:26]([C:28]1[N:29]([NH:33][CH2:34][CH2:35][CH:36]([CH3:38])[CH3:37])[CH:30]=[CH:31][CH:32]=1)=[O:27])[CH:23]=[CH2:24].Cl.CN(C)CCCN=C=NCC.CN1CCOCC1.Cl. Product: [CH2:22]([O:25][C:26]([C:28]1[N:29]([N:33]([C:17](=[O:19])[CH2:16][C:11]2[NH:10][C:9]3[CH:20]=[CH:21][C:6]([NH:5][S:2]([CH3:1])(=[O:3])=[O:4])=[CH:7][C:8]=3[S:13](=[O:14])(=[O:15])[CH:12]=2)[CH2:34][CH2:35][CH:36]([CH3:38])[CH3:37])[CH:30]=[CH:31][CH:32]=1)=[O:27])[CH:23]=[CH2:24]. The catalyst class is: 9.